Dataset: Catalyst prediction with 721,799 reactions and 888 catalyst types from USPTO. Task: Predict which catalyst facilitates the given reaction. (1) Product: [CH2:1]([O:3][C:4]([C:5]1[C:6]([CH3:7])=[N:8][S:14][C:9]=1[NH:10][CH:11]1[CH2:13][CH2:12]1)=[O:15])[CH3:2]. The catalyst class is: 22. Reactant: [CH2:1]([O:3][C:4](=[O:15])[C:5]([C:9](=[S:14])[NH:10][CH:11]1[CH2:13][CH2:12]1)=[C:6]([NH2:8])[CH3:7])[CH3:2].BrBr.C(OCC)C.C([O-])(O)=O.[Na+]. (2) Reactant: [N:1]1[CH:6]=[C:5]([NH2:7])[C:4]([NH2:8])=[CH:3][N:2]=1.N1(C(N2C=CN=C2)=[O:15])C=CN=C1.[CH2:21]1[CH2:25][O:24]CC1. Product: [NH:7]1[C:5]2=[CH:6][N:1]=[N:2][CH:3]=[C:4]2[NH:8][C:25](=[O:24])[C:21]1=[O:15]. The catalyst class is: 3. (3) Reactant: C([O:8][C:9](=[O:39])[CH2:10][NH:11][C:12](=[O:38])[C@@H:13]([NH:18][C:19]([C:21]1[C:29]2[C:24](=[CH:25][CH:26]=[CH:27][CH:28]=2)[N:23]([CH2:30][C:31]2[CH:36]=[CH:35][C:34]([F:37])=[CH:33][CH:32]=2)[N:22]=1)=[O:20])[C:14]([CH3:17])([CH3:16])[CH3:15])C1C=CC=CC=1.C(OCC)(=O)C.II. Product: [F:37][C:34]1[CH:35]=[CH:36][C:31]([CH2:30][N:23]2[C:24]3[C:29](=[CH:28][CH:27]=[CH:26][CH:25]=3)[C:21]([C:19]([NH:18][C@H:13]([C:12]([NH:11][CH2:10][C:9]([OH:39])=[O:8])=[O:38])[C:14]([CH3:17])([CH3:16])[CH3:15])=[O:20])=[N:22]2)=[CH:32][CH:33]=1. The catalyst class is: 29. (4) Reactant: [CH2:1]([O:3][C:4](=[O:15])[CH2:5][CH2:6][C:7]1[CH:12]=[CH:11][C:10]([OH:13])=[CH:9][C:8]=1[F:14])[CH3:2].C(=O)([O-])[O-].[K+].[K+].Br[CH2:23][C:24]1[S:28][C:27]([CH2:29][O:30][Si:31]([C:34]([CH3:37])([CH3:36])[CH3:35])([CH3:33])[CH3:32])=[C:26]([O:38][CH3:39])[CH:25]=1. Product: [Si:31]([O:30][CH2:29][C:27]1[S:28][C:24]([CH2:23][O:13][C:10]2[CH:11]=[CH:12][C:7]([CH2:6][CH2:5][C:4]([O:3][CH2:1][CH3:2])=[O:15])=[C:8]([F:14])[CH:9]=2)=[CH:25][C:26]=1[O:38][CH3:39])([C:34]([CH3:37])([CH3:36])[CH3:35])([CH3:32])[CH3:33]. The catalyst class is: 10. (5) Reactant: [CH:1]([S:4]([N:7]1[C:11]2[CH:12]=[C:13]([C:16]3[N:17]=[C:18]([CH:35](C(OCC)=O)[CH3:36])[N:19]([CH2:27][O:28][CH2:29][CH2:30][Si:31]([CH3:34])([CH3:33])[CH3:32])[C:20]=3[C:21]3[CH:26]=[CH:25][CH:24]=[CH:23][CH:22]=3)[CH:14]=[CH:15][C:10]=2[N:9]=[C:8]1[NH2:42])(=[O:6])=[O:5])([CH3:3])[CH3:2].Cl.[OH-:44].[Na+]. Product: [CH:1]([S:4]([N:7]1[C:11]2[CH:12]=[C:13]([C:16]3[N:17]=[C:18]([CH2:35][CH2:36][C:27]([O:28][CH2:29][CH3:30])=[O:44])[N:19]([CH2:27][O:28][CH2:29][CH2:30][Si:31]([CH3:32])([CH3:34])[CH3:33])[C:20]=3[C:21]3[CH:22]=[CH:23][CH:24]=[CH:25][CH:26]=3)[CH:14]=[CH:15][C:10]=2[N:9]=[C:8]1[NH2:42])(=[O:6])=[O:5])([CH3:3])[CH3:2]. The catalyst class is: 40. (6) Reactant: [F:1][C:2]1[CH:3]=[CH:4][C:5]2[N:6]([CH:8]=[CH:9][N:10]=2)[N:7]=1.[Br:11]Br.O. Product: [Br:11][C:8]1[N:6]2[N:7]=[C:2]([F:1])[CH:3]=[CH:4][C:5]2=[N:10][CH:9]=1. The catalyst class is: 15. (7) Reactant: Br[C:2]1[C:10]2[O:9][CH2:8][C@H:7]([C:11]3[CH:16]=[CH:15][C:14]([CH:17]([CH3:19])[CH3:18])=[CH:13][CH:12]=3)[C:6]=2[C:5]([CH3:20])=[C:4]([NH:21][C:22](=[O:28])[CH2:23][C:24]([CH3:27])([CH3:26])[CH3:25])[C:3]=1[CH3:29].[C:30](OCC)(=[O:32])C.CCCCCC. Product: [CH:17]([C:14]1[CH:13]=[CH:12][C:11]([C@@H:7]2[C:6]3[C:5]([CH3:20])=[C:4]([NH:21][C:22](=[O:28])[CH2:23][C:24]([CH3:26])([CH3:25])[CH3:27])[C:3]([CH3:29])=[C:2]([O:32][CH3:30])[C:10]=3[O:9][CH2:8]2)=[CH:16][CH:15]=1)([CH3:18])[CH3:19]. The catalyst class is: 22.